Dataset: Forward reaction prediction with 1.9M reactions from USPTO patents (1976-2016). Task: Predict the product of the given reaction. (1) Given the reactants [C:1]([OH:9])(=O)[C:2]1[CH:7]=[CH:6][CH:5]=[CH:4][CH:3]=1.F[P-](F)(F)(F)(F)F.N1(OC(N(C)C)=[N+](C)C)C2N=CC=CC=2N=N1.C(N(CC)C(C)C)(C)C.[CH2:43]([NH:45][CH2:46][C:47]([CH2:53][NH:54][C:55]1[CH:63]=[CH:62][CH:61]=[C:60]2[C:56]=1[CH:57]=[N:58][N:59]2[C:64]1[CH:69]=[CH:68][CH:67]=[CH:66][CH:65]=1)([OH:52])[C:48]([F:51])([F:50])[F:49])[CH3:44], predict the reaction product. The product is: [CH2:43]([N:45]([CH2:46][C:47]([OH:52])([CH2:53][NH:54][C:55]1[CH:63]=[CH:62][CH:61]=[C:60]2[C:56]=1[CH:57]=[N:58][N:59]2[C:64]1[CH:65]=[CH:66][CH:67]=[CH:68][CH:69]=1)[C:48]([F:51])([F:50])[F:49])[C:1](=[O:9])[C:2]1[CH:3]=[CH:4][CH:5]=[CH:6][CH:7]=1)[CH3:44]. (2) Given the reactants [CH3:1][C:2]1[CH:17]=[C:16]([CH3:18])[C:5]2[N:6]([CH2:10][C:11]([N:13]([CH3:15])[CH3:14])=[O:12])[C:7](=[O:9])[NH:8][C:4]=2[CH:3]=1.[H-].[Na+].O[CH2:22][C:23]1[CH:32]=[CH:31][C:30]2[C:25](=[CH:26][C:27]3[CH2:44][C@:34]4([C:42]5[C:37](=[N:38][CH:39]=[CH:40][CH:41]=5)[NH:36][C:35]4=[O:43])[CH2:33][C:28]=3[CH:29]=2)[N:24]=1, predict the reaction product. The product is: [CH3:1][C:2]1[CH:17]=[C:16]([CH3:18])[C:5]2[N:6]([CH2:10][C:11]([N:13]([CH3:14])[CH3:15])=[O:12])[C:7](=[O:9])[N:8]([CH2:22][C:23]3[CH:32]=[CH:31][C:30]4[C:25](=[CH:26][C:27]5[CH2:44][C@:34]6([C:42]7[C:37](=[N:38][CH:39]=[CH:40][CH:41]=7)[NH:36][C:35]6=[O:43])[CH2:33][C:28]=5[CH:29]=4)[N:24]=3)[C:4]=2[CH:3]=1. (3) Given the reactants [Cl:1][C:2]1[CH:17]=[CH:16][C:15]([Cl:18])=[CH:14][C:3]=1[CH2:4][NH:5][C:6]1[C:11]([NH2:12])=[CH:10][N:9]=[C:8]([Cl:13])[N:7]=1.C1C[O:22][CH2:21]C1.C(N1C=CN=C1)(N1C=CN=C1)=O, predict the reaction product. The product is: [Cl:1][C:2]1[CH:17]=[CH:16][C:15]([Cl:18])=[CH:14][C:3]=1[CH2:4][N:5]1[C:21](=[O:22])[NH:12][C:11]2[C:6]1=[N:7][C:8]([Cl:13])=[N:9][CH:10]=2. (4) Given the reactants [H-].[Na+].[CH3:3][O:4][C:5](=[O:17])[C:6]1[CH:11]=[C:10](F)[C:9]([N+:13]([O-:15])=[O:14])=[CH:8][C:7]=1[F:16].[CH3:18][OH:19], predict the reaction product. The product is: [CH3:3][O:4][C:5](=[O:17])[C:6]1[CH:11]=[C:10]([O:19][CH3:18])[C:9]([N+:13]([O-:15])=[O:14])=[CH:8][C:7]=1[F:16].